Dataset: Full USPTO retrosynthesis dataset with 1.9M reactions from patents (1976-2016). Task: Predict the reactants needed to synthesize the given product. (1) Given the product [Br:19][C:20]1[CH:25]=[C:24]([CH:26]([C:27]2[C:32]([F:33])=[CH:31][CH:30]=[C:29]([F:34])[C:28]=2[F:35])[S:4][CH2:9][CH2:8][C:7]([F:12])([F:11])[F:6])[C:23]([Cl:37])=[CH:22][N:21]=1, predict the reactants needed to synthesize it. The reactants are: CC([S-:4])=O.[K+].[F:6][C:7]([F:12])([F:11])[CH2:8][CH2:9]I.C(=O)([O-])[O-].[K+].[K+].[Br:19][C:20]1[CH:25]=[C:24]([CH:26](Cl)[C:27]2[C:32]([F:33])=[CH:31][CH:30]=[C:29]([F:34])[C:28]=2[F:35])[C:23]([Cl:37])=[CH:22][N:21]=1. (2) Given the product [Cl:1][C:2]1[CH:7]=[CH:6][C:5]([S:16][C:11]2[CH:12]=[CH:13][CH:14]=[CH:15][C:10]=2[F:9])=[CH:4][N:3]=1, predict the reactants needed to synthesize it. The reactants are: [Cl:1][C:2]1[CH:7]=[CH:6][C:5](I)=[CH:4][N:3]=1.[F:9][C:10]1[CH:15]=[CH:14][CH:13]=[CH:12][C:11]=1[SH:16].C(=O)([O-])[O-].[K+].[K+].C(O)CO. (3) Given the product [CH3:1][C:2]1[C:3]([NH:8][S:9]([C:12]2[S:13][C:14]([CH3:44])=[CH:15][C:16]=2[C:17]2[CH:22]=[CH:21][C:20]([CH2:23][N:24]3[C:33]4[C:28](=[C:29]([CH3:35])[N:30]=[C:31]([CH3:34])[CH:32]=4)[CH:27]=[C:26]([C:36]4[CH:37]=[CH:38][CH:39]=[CH:40][CH:41]=4)[C:25]3=[O:42])=[CH:19][C:18]=2[CH3:43])(=[O:11])=[O:10])=[N:4][O:5][C:6]=1[CH3:7], predict the reactants needed to synthesize it. The reactants are: [CH3:1][C:2]1[C:3]([N:8](COCCOC)[S:9]([C:12]2[S:13][C:14]([CH3:44])=[CH:15][C:16]=2[C:17]2[CH:22]=[CH:21][C:20]([CH2:23][N:24]3[C:33]4[C:28](=[C:29]([CH3:35])[N:30]=[C:31]([CH3:34])[CH:32]=4)[CH:27]=[C:26]([C:36]4[CH:41]=[CH:40][CH:39]=[CH:38][CH:37]=4)[C:25]3=[O:42])=[CH:19][C:18]=2[CH3:43])(=[O:11])=[O:10])=[N:4][O:5][C:6]=1[CH3:7].Cl. (4) Given the product [OH:15][CH2:14][CH:13]([C:11]1[N:12]=[C:8]([NH:7][C:5](=[O:6])[O:4][CH2:1][CH:2]=[CH2:3])[S:9][CH:10]=1)[CH2:19][OH:20], predict the reactants needed to synthesize it. The reactants are: [CH2:1]([O:4][C:5]([NH:7][C:8]1[S:9][CH:10]=[C:11]([CH:13]([CH:19]=[O:20])[C:14](OCC)=[O:15])[N:12]=1)=[O:6])[CH:2]=[CH2:3].C(O)C.O.[BH4-].[Na+]. (5) The reactants are: [CH2:1]([O:5][CH2:6][CH2:7][O:8][C:9]1[CH:14]=[CH:13][C:12]([C:15]2[CH:16]=[CH:17][C:18]3[N:24]([CH2:25][CH:26]([CH3:28])[CH3:27])[CH2:23][CH2:22][C:21]([C:29]([NH:31][C:32]4[CH:37]=[CH:36][C:35]([S:38][CH2:39][C:40]5[N:44]([CH2:45][CH2:46][CH3:47])[CH:43]=[N:42][C:41]=5[CH3:48])=[CH:34][CH:33]=4)=[O:30])=[CH:20][C:19]=3[CH:49]=2)=[CH:11][CH:10]=1)[CH2:2][CH2:3][CH3:4].ClC1C=CC=C(C(OO)=[O:58])C=1.CSC.O. Given the product [CH2:1]([O:5][CH2:6][CH2:7][O:8][C:9]1[CH:10]=[CH:11][C:12]([C:15]2[CH:16]=[CH:17][C:18]3[N:24]([CH2:25][CH:26]([CH3:27])[CH3:28])[CH2:23][CH2:22][C:21]([C:29]([NH:31][C:32]4[CH:33]=[CH:34][C:35]([S:38]([CH2:39][C:40]5[N:44]([CH2:45][CH2:46][CH3:47])[CH:43]=[N:42][C:41]=5[CH3:48])=[O:58])=[CH:36][CH:37]=4)=[O:30])=[CH:20][C:19]=3[CH:49]=2)=[CH:13][CH:14]=1)[CH2:2][CH2:3][CH3:4], predict the reactants needed to synthesize it. (6) Given the product [CH2:25]([N:24]([CH3:23])[C:20]([C:11]1[CH:10]=[C:9]([C:6]2[CH:5]=[CH:4][C:3]([C:1]#[N:2])=[CH:8][CH:7]=2)[N:13]([C:14]2[CH:15]=[N:16][CH:17]=[CH:18][CH:19]=2)[N:12]=1)=[O:22])[CH3:26], predict the reactants needed to synthesize it. The reactants are: [C:1]([C:3]1[CH:8]=[CH:7][C:6]([C:9]2[N:13]([C:14]3[CH:15]=[N:16][CH:17]=[CH:18][CH:19]=3)[N:12]=[C:11]([C:20]([OH:22])=O)[CH:10]=2)=[CH:5][CH:4]=1)#[N:2].[CH3:23][NH:24][CH2:25][CH3:26]. (7) Given the product [C:3]([O:7][C:8]([N:10]1[CH2:13][CH:12]([CH2:14][O:15][CH3:16])[CH2:11]1)=[O:9])([CH3:6])([CH3:5])[CH3:4], predict the reactants needed to synthesize it. The reactants are: [H-].[Na+].[C:3]([O:7][C:8]([N:10]1[CH2:13][CH:12]([CH2:14][OH:15])[CH2:11]1)=[O:9])([CH3:6])([CH3:5])[CH3:4].[CH3:16]I.O.